This data is from Forward reaction prediction with 1.9M reactions from USPTO patents (1976-2016). The task is: Predict the product of the given reaction. (1) The product is: [Br:15][C:16]1[CH:21]=[CH:20][C:19]([S:22]([NH:1][C@H:2]([CH3:5])[CH2:3][OH:4])(=[O:24])=[O:23])=[CH:18][CH:17]=1. Given the reactants [NH2:1][C@H:2]([CH3:5])[CH2:3][OH:4].C(N(C(C)C)C(C)C)C.[Br:15][C:16]1[CH:21]=[CH:20][C:19]([S:22](Cl)(=[O:24])=[O:23])=[CH:18][CH:17]=1.O, predict the reaction product. (2) Given the reactants [Cl:1][C:2]1[C:3]([O:15][C@H:16]2[CH2:21][CH2:20][C@@H:19]([C:22]([F:25])([F:24])[F:23])[CH2:18][CH2:17]2)=[CH:4][CH:5]=[C:6]2[C:11]=1[CH:10]=[C:9]([CH:12]([OH:14])[CH3:13])[CH:8]=[CH:7]2.C1C=C[NH+]=CC=1.[O-][Cr](Cl)(=O)=O, predict the reaction product. The product is: [Cl:1][C:2]1[C:3]([O:15][C@H:16]2[CH2:17][CH2:18][C@@H:19]([C:22]([F:23])([F:24])[F:25])[CH2:20][CH2:21]2)=[CH:4][CH:5]=[C:6]2[C:11]=1[CH:10]=[C:9]([C:12](=[O:14])[CH3:13])[CH:8]=[CH:7]2. (3) Given the reactants [C:1]12([CH2:11][C:12]([NH:14][C:15]3[CH:24]=[CH:23][CH:22]=[C:21]4[C:16]=3[CH:17]=[CH:18][O:19][C:20]4=O)=[O:13])[CH2:10][CH:5]3[CH2:6][CH:7]([CH2:9][CH:3]([CH2:4]3)[CH2:2]1)[CH2:8]2.[NH2:26][CH:27]([CH3:30])[CH2:28][OH:29], predict the reaction product. The product is: [C:1]12([CH2:11][C:12]([NH:14][C:15]3[CH:24]=[CH:23][CH:22]=[C:21]4[C:16]=3[CH:17]=[CH:18][N:26]([CH:27]([CH3:30])[CH2:28][OH:29])[C:20]4=[O:19])=[O:13])[CH2:10][CH:5]3[CH2:6][CH:7]([CH2:9][CH:3]([CH2:4]3)[CH2:2]1)[CH2:8]2. (4) Given the reactants CC1(C)C(C)(C)OB([CH:9]2[CH2:13][N:12]([CH:14]3[CH2:19][CH2:18][N:17]([C:20]([O:22][C:23]([CH3:26])([CH3:25])[CH3:24])=[O:21])[CH2:16][CH2:15]3)[N:11]=[CH:10]2)O1.Br[C:29]1[CH:30]=[C:31]([O:36][CH:37]([C:39]2[C:44]([Cl:45])=[CH:43][CH:42]=[C:41]([F:46])[C:40]=2[Cl:47])[CH3:38])[C:32]([NH2:35])=[N:33][CH:34]=1.C([O-])([O-])=O.[Na+].[Na+].CN(C=O)C, predict the reaction product. The product is: [NH2:35][C:32]1[N:33]=[CH:34][C:29]([C:9]2[CH:10]=[N:11][N:12]([CH:14]3[CH2:15][CH2:16][N:17]([C:20]([O:22][C:23]([CH3:24])([CH3:25])[CH3:26])=[O:21])[CH2:18][CH2:19]3)[CH:13]=2)=[CH:30][C:31]=1[O:36][CH:37]([C:39]1[C:44]([Cl:45])=[CH:43][CH:42]=[C:41]([F:46])[C:40]=1[Cl:47])[CH3:38]. (5) The product is: [F:2][C:3]1[CH:8]=[CH:7][C:6]([C:9](=[O:20])[CH2:10][CH2:11][CH2:12][N:13]2[CH2:18][CH2:17][CH:16]([CH3:19])[CH2:15][CH2:14]2)=[CH:5][CH:4]=1. Given the reactants Cl.[F:2][C:3]1[CH:8]=[CH:7][C:6]([C:9](=[O:20])[CH2:10][CH2:11][CH2:12][N:13]2[CH2:18][CH2:17][CH:16]([CH3:19])[CH2:15][CH2:14]2)=[CH:5][CH:4]=1.[OH-].[Na+], predict the reaction product. (6) Given the reactants [CH3:1][O:2][C:3]1[CH:8]=[CH:7][N:6]=[CH:5][C:4]=1[CH:9]=[O:10].[BH4-].[Na+], predict the reaction product. The product is: [CH3:1][O:2][C:3]1[CH:8]=[CH:7][N:6]=[CH:5][C:4]=1[CH2:9][OH:10]. (7) Given the reactants [CH:1]1([N:7]2[CH2:15][C:14]3[C:9](=[CH:10][C:11]([N:16]4[CH2:21][CH2:20][NH:19][CH2:18][CH2:17]4)=[CH:12][CH:13]=3)[C:8]2=[O:22])[CH2:6][CH2:5][CH2:4][CH2:3][CH2:2]1.[C:23](Cl)(=[O:30])[C:24]1[CH:29]=[CH:28][CH:27]=[CH:26][CH:25]=1, predict the reaction product. The product is: [C:23]([N:19]1[CH2:18][CH2:17][N:16]([C:11]2[CH:10]=[C:9]3[C:14]([CH2:15][N:7]([CH:1]4[CH2:2][CH2:3][CH2:4][CH2:5][CH2:6]4)[C:8]3=[O:22])=[CH:13][CH:12]=2)[CH2:21][CH2:20]1)(=[O:30])[C:24]1[CH:29]=[CH:28][CH:27]=[CH:26][CH:25]=1.